This data is from Forward reaction prediction with 1.9M reactions from USPTO patents (1976-2016). The task is: Predict the product of the given reaction. (1) Given the reactants C([O:3][C:4](=[O:32])[CH2:5][CH2:6][C:7]1[CH:12]=[CH:11][CH:10]=[C:9]([N:13]2[C:17]([NH:18][C:19](=[O:27])[C:20]3[CH:25]=[CH:24][C:23]([Cl:26])=[CH:22][CH:21]=3)=[CH:16][C:15]([C:28]([CH3:31])([CH3:30])[CH3:29])=[N:14]2)[CH:8]=1)C.[Li+].[OH-], predict the reaction product. The product is: [C:28]([C:15]1[CH:16]=[C:17]([NH:18][C:19](=[O:27])[C:20]2[CH:21]=[CH:22][C:23]([Cl:26])=[CH:24][CH:25]=2)[N:13]([C:9]2[CH:8]=[C:7]([CH2:6][CH2:5][C:4]([OH:32])=[O:3])[CH:12]=[CH:11][CH:10]=2)[N:14]=1)([CH3:31])([CH3:29])[CH3:30]. (2) The product is: [CH2:1]([NH:8][C:9]1[C:18]2[CH:17]=[N:16][CH:15]=[N:14][C:13]=2[N:12]([OH:19])[C:11](=[O:27])[C:10]=1[CH3:28])[C:2]1[CH:7]=[CH:6][CH:5]=[CH:4][CH:3]=1. Given the reactants [CH2:1]([NH:8][C:9]1[C:18]2[CH:17]=[N:16][CH:15]=[N:14][C:13]=2[N:12]([O:19]CC2C=CC=CC=2)[C:11](=[O:27])[C:10]=1[CH3:28])[C:2]1[CH:7]=[CH:6][CH:5]=[CH:4][CH:3]=1.[H][H], predict the reaction product. (3) Given the reactants Cl.[Cl:2][C:3]1[CH:33]=[CH:32][C:6]([C:7]([N:9]2[CH2:13][CH2:12][CH:11]([NH:14][C:15]3[S:16][CH:17]=[C:18](/[CH:20]=[CH:21]/[C:22]([NH:24][O:25]C4CCCCO4)=[O:23])[N:19]=3)[CH2:10]2)=[O:8])=[CH:5][CH:4]=1.C(OCC)C, predict the reaction product. The product is: [ClH:2].[Cl:2][C:3]1[CH:4]=[CH:5][C:6]([C:7]([N:9]2[CH2:13][CH2:12][CH:11]([NH:14][C:15]3[S:16][CH:17]=[C:18](/[CH:20]=[CH:21]/[C:22]([NH:24][OH:25])=[O:23])[N:19]=3)[CH2:10]2)=[O:8])=[CH:32][CH:33]=1. (4) Given the reactants [CH2:1]([NH2:4])[CH2:2][CH3:3].Cl[C:6]1[CH:7]=[C:8]([CH:12]=[C:13]([Cl:15])[N:14]=1)[C:9]([OH:11])=[O:10], predict the reaction product. The product is: [Cl:15][C:13]1[CH:12]=[C:8]([CH:7]=[C:6]([NH:4][CH2:1][CH2:2][CH3:3])[N:14]=1)[C:9]([OH:11])=[O:10]. (5) The product is: [OH:15][CH2:14][C@@H:4]1[CH2:3][C@@H:2]([O:1][S:29]([C:26]2[CH:27]=[CH:28][C:23]([CH3:33])=[CH:24][CH:25]=2)(=[O:31])=[O:30])[CH2:6][N:5]1[C:7]([O:9][C:10]([CH3:11])([CH3:12])[CH3:13])=[O:8]. Given the reactants [OH:1][C@H:2]1[CH2:6][N:5]([C:7]([O:9][C:10]([CH3:13])([CH3:12])[CH3:11])=[O:8])[C@H:4]([CH2:14][O:15][Si](C(C)(C)C)(C)C)[CH2:3]1.[C:23]1([CH3:33])[CH:28]=[CH:27][C:26]([S:29](Cl)(=[O:31])=[O:30])=[CH:25][CH:24]=1.Cl.CC1C=CC(S(O)(=O)=O)=CC=1.O.C([O-])(O)=O.[Na+], predict the reaction product. (6) Given the reactants Cl.Cl.[N:3]1([C@H:8]2[CH2:13][CH2:12][CH2:11][CH2:10][C@H:9]2[NH2:14])[CH2:7][CH2:6][CH2:5][CH2:4]1.[CH3:15][C:16]1[CH:24]=[C:23]([C:25]([F:28])([F:27])[F:26])[CH:22]=[CH:21][C:17]=1[C:18](O)=[O:19], predict the reaction product. The product is: [CH3:15][C:16]1[CH:24]=[C:23]([C:25]([F:26])([F:27])[F:28])[CH:22]=[CH:21][C:17]=1[C:18]([NH:14][CH:9]1[CH2:10][CH2:11][CH2:12][CH2:13][CH:8]1[N:3]1[CH2:4][CH2:5][CH2:6][CH2:7]1)=[O:19]. (7) Given the reactants [CH3:1][O:2][C:3]1[CH:11]=[C:7]([C:8]([OH:10])=O)[C:6]([OH:12])=[CH:5][CH:4]=1.O[NH:14][C:15]([C:17]1[C:22]([C:23]([F:26])([F:25])[F:24])=[CH:21][CH:20]=[CH:19][N:18]=1)=[NH:16], predict the reaction product. The product is: [CH3:1][O:2][C:3]1[CH:4]=[CH:5][C:6]([OH:12])=[C:7]([C:8]2[O:10][N:16]=[C:15]([C:17]3[C:22]([C:23]([F:26])([F:24])[F:25])=[CH:21][CH:20]=[CH:19][N:18]=3)[N:14]=2)[CH:11]=1.